Dataset: Full USPTO retrosynthesis dataset with 1.9M reactions from patents (1976-2016). Task: Predict the reactants needed to synthesize the given product. Given the product [Cl:21][C:4]1[C:5]2[C:10](=[CH:9][C:8]([C:12]3[CH:13]=[CH:14][C:15]([O:18][CH3:19])=[CH:16][CH:17]=3)=[CH:7][C:6]=2[Cl:20])[CH:11]=[CH:2][C:3]=1[OH:22], predict the reactants needed to synthesize it. The reactants are: Br[C:2]1[C:3]([OH:22])=[C:4]([Cl:21])[C:5]2[C:10]([CH:11]=1)=[CH:9][C:8]([C:12]1[CH:17]=[CH:16][C:15]([O:18][CH3:19])=[CH:14][CH:13]=1)=[CH:7][C:6]=2[Cl:20].C([Li])(C)(C)C.